The task is: Predict the product of the given reaction.. This data is from Forward reaction prediction with 1.9M reactions from USPTO patents (1976-2016). (1) Given the reactants [CH3:1][N:2]([CH3:50])[CH2:3][C:4]([N:6]1[C:14]2[C:9](=[CH:10][C:11]([O:48][CH3:49])=[C:12]([NH:15][C:16]3[N:17]=[C:18]([NH:36][C:37]4[CH:46]=[CH:45][CH:44]=[C:43]([F:47])[C:38]=4[C:39]([NH:41][CH3:42])=[O:40])[C:19]4[C:24]([CH3:25])=[CH:23][N:22](S(C5C=CC(C)=CC=5)(=O)=O)[C:20]=4[N:21]=3)[CH:13]=2)[CH2:8][CH2:7]1)=[O:5].[OH-].[Na+].O, predict the reaction product. The product is: [CH3:50][N:2]([CH3:1])[CH2:3][C:4]([N:6]1[C:14]2[C:9](=[CH:10][C:11]([O:48][CH3:49])=[C:12]([NH:15][C:16]3[NH:21][C:20]4=[N:22][CH:23]=[C:24]([CH3:25])[C:19]4=[C:18]([NH:36][C:37]4[CH:46]=[CH:45][CH:44]=[C:43]([F:47])[C:38]=4[C:39]([NH:41][CH3:42])=[O:40])[N:17]=3)[CH:13]=2)[CH2:8][CH2:7]1)=[O:5]. (2) The product is: [CH:9]1([C:5]2[C:6]([CH3:8])=[CH:7][C:2]3[N:1]=[C:35]4[C:33]([N:12]([CH2:13][CH2:14][CH2:15][CH2:16][CH2:17][CH2:18][C:19]([O:21][CH2:22][CH3:23])=[O:20])[C:3]=3[CH:4]=2)=[N:32][C:30](=[O:31])[NH:29][C:37]4=[O:38])[CH2:11][CH2:10]1. Given the reactants [NH2:1][C:2]1[CH:7]=[C:6]([CH3:8])[C:5]([CH:9]2[CH2:11][CH2:10]2)=[CH:4][C:3]=1[NH:12][CH2:13][CH2:14][CH2:15][CH2:16][CH2:17][CH2:18][C:19]([O:21][CH2:22][CH3:23])=[O:20].B(O)(O)O.O.[NH:29]1[C:37](=[O:38])[C:35](=O)[C:33](=O)[NH:32][C:30]1=[O:31], predict the reaction product.